Dataset: Forward reaction prediction with 1.9M reactions from USPTO patents (1976-2016). Task: Predict the product of the given reaction. (1) Given the reactants N([O-])=O.[Na+].[Br:5][C:6]1[CH:11]=[CH:10][C:9]([Br:12])=[CH:8][C:7]=1N.S([O-])([O-])(=O)=[O:15].[Na+].[Na+], predict the reaction product. The product is: [Br:5][C:6]1[CH:11]=[CH:10][C:9]([Br:12])=[CH:8][C:7]=1[OH:15]. (2) Given the reactants C1COCC1.[CH2:6]([N:13]1[CH2:18][CH2:17][N:16]([C:19]2[CH:26]=[CH:25][C:22]([C:23]#[N:24])=[C:21]([C:27]([F:30])([F:29])[F:28])[CH:20]=2)[CH:15]([CH2:31][CH3:32])[C:14]1=O)[C:7]1[CH:12]=[CH:11][CH:10]=[CH:9][CH:8]=1.Cl, predict the reaction product. The product is: [CH2:6]([N:13]1[CH2:18][CH2:17][N:16]([C:19]2[CH:26]=[CH:25][C:22]([C:23]#[N:24])=[C:21]([C:27]([F:30])([F:28])[F:29])[CH:20]=2)[CH:15]([CH2:31][CH3:32])[CH2:14]1)[C:7]1[CH:8]=[CH:9][CH:10]=[CH:11][CH:12]=1. (3) Given the reactants O[Li].O.[Br:4][C:5]1[CH:13]=[CH:12][CH:11]=[C:10]([Cl:14])[C:6]=1[C:7]([OH:9])=[O:8].[CH3:15]OS(OC)(=O)=O.N.O, predict the reaction product. The product is: [Br:4][C:5]1[CH:13]=[CH:12][CH:11]=[C:10]([Cl:14])[C:6]=1[C:7]([O:9][CH3:15])=[O:8]. (4) Given the reactants Cl.N1C2=CC=CC3=CC=CC(=C23)N[B:3]1[C:15]1[CH:20]=[CH:19][C:18]([C:21]2[C:22]([NH2:27])=[N:23][CH:24]=[CH:25][CH:26]=2)=[CH:17][CH:16]=1.[OH-:28].[Na+].C([O-])(O)=[O:31].[Na+], predict the reaction product. The product is: [NH2:27][C:22]1[C:21]([C:18]2[CH:19]=[CH:20][C:15]([B:3]([OH:31])[OH:28])=[CH:16][CH:17]=2)=[CH:26][CH:25]=[CH:24][N:23]=1.